Dataset: TCR-epitope binding with 47,182 pairs between 192 epitopes and 23,139 TCRs. Task: Binary Classification. Given a T-cell receptor sequence (or CDR3 region) and an epitope sequence, predict whether binding occurs between them. (1) The epitope is YLQPRTFLL. The TCR CDR3 sequence is CASMTHNTGELFF. Result: 1 (the TCR binds to the epitope). (2) The epitope is IPRRNVATL. Result: 1 (the TCR binds to the epitope). The TCR CDR3 sequence is CASSDHIRSGSQETQYF. (3) The epitope is RQLLFVVEV. The TCR CDR3 sequence is CASSQGYEQYF. Result: 1 (the TCR binds to the epitope). (4) The epitope is IIKDYGKQM. The TCR CDR3 sequence is CASSEDKGGADTQYF. Result: 1 (the TCR binds to the epitope). (5) The epitope is KLGGALQAK. The TCR CDR3 sequence is CASQTQSSYNEQFF. Result: 1 (the TCR binds to the epitope). (6) The epitope is LVLSVNPYV. The TCR CDR3 sequence is CASSLVLAGGEQYF. Result: 0 (the TCR does not bind to the epitope). (7) The epitope is FLYALALLL. The TCR CDR3 sequence is CASRSGPGQPYEQYF. Result: 0 (the TCR does not bind to the epitope). (8) The epitope is TSDLATNNLVVMAY. The TCR CDR3 sequence is CASSASRVGEDTQYF. Result: 0 (the TCR does not bind to the epitope).